Task: Regression. Given a peptide amino acid sequence and an MHC pseudo amino acid sequence, predict their binding affinity value. This is MHC class I binding data.. Dataset: Peptide-MHC class I binding affinity with 185,985 pairs from IEDB/IMGT (1) The MHC is HLA-A02:01 with pseudo-sequence HLA-A02:01. The peptide sequence is WLYPGAQNL. The binding affinity (normalized) is 1.00. (2) The peptide sequence is RRGWEVLKY. The MHC is HLA-B54:01 with pseudo-sequence HLA-B54:01. The binding affinity (normalized) is 0. (3) The peptide sequence is DLSRHSWDL. The MHC is HLA-B46:01 with pseudo-sequence HLA-B46:01. The binding affinity (normalized) is 0.0847. (4) The peptide sequence is FFRKLVLTNK. The MHC is HLA-A33:01 with pseudo-sequence HLA-A33:01. The binding affinity (normalized) is 0.492. (5) The peptide sequence is KTLSPAHLI. The MHC is HLA-B08:01 with pseudo-sequence HLA-B08:01. The binding affinity (normalized) is 0.0541. (6) The peptide sequence is LTVKHMANV. The MHC is HLA-B57:01 with pseudo-sequence HLA-B57:01. The binding affinity (normalized) is 0.352. (7) The peptide sequence is NFFHASLAY. The MHC is HLA-A25:01 with pseudo-sequence HLA-A25:01. The binding affinity (normalized) is 0.0847. (8) The peptide sequence is GYCLTRWMLI. The MHC is HLA-A23:01 with pseudo-sequence HLA-A23:01. The binding affinity (normalized) is 0.492. (9) The binding affinity (normalized) is 0.239. The peptide sequence is FLKENKLNK. The MHC is HLA-A11:01 with pseudo-sequence HLA-A11:01.